This data is from TCR-epitope binding with 47,182 pairs between 192 epitopes and 23,139 TCRs. The task is: Binary Classification. Given a T-cell receptor sequence (or CDR3 region) and an epitope sequence, predict whether binding occurs between them. (1) The epitope is RLRPGGKKK. The TCR CDR3 sequence is CASSYSEGLADGYTF. Result: 0 (the TCR does not bind to the epitope). (2) The epitope is GTHWFVTQR. The TCR CDR3 sequence is CASSPGGLAGRTDTQYF. Result: 0 (the TCR does not bind to the epitope).